This data is from Forward reaction prediction with 1.9M reactions from USPTO patents (1976-2016). The task is: Predict the product of the given reaction. (1) Given the reactants Cl.[Cl:2][C:3]1[CH:8]=[CH:7][C:6]([C:9]2([C:13]3[C:22]4[C:17](=[CH:18][CH:19]=[C:20]([O:23][CH2:24][CH2:25][NH:26]C(=O)OC(C)(C)C)[CH:21]=4)[CH2:16][CH2:15][N:14]=3)[CH2:12][CH2:11][CH2:10]2)=[CH:5][CH:4]=1, predict the reaction product. The product is: [Cl:2][C:3]1[CH:8]=[CH:7][C:6]([C:9]2([C:13]3[C:22]4[C:17](=[CH:18][CH:19]=[C:20]([O:23][CH2:24][CH2:25][NH2:26])[CH:21]=4)[CH2:16][CH2:15][N:14]=3)[CH2:12][CH2:11][CH2:10]2)=[CH:5][CH:4]=1. (2) Given the reactants [Cl:1][CH2:2][CH2:3][CH2:4][O:5][C:6]1[C:7]([O:19][CH3:20])=[CH:8][C:9]([C:17]#[N:18])=[C:10]([N:12]=[CH:13][N:14](C)C)[CH:11]=1.[CH3:21][O:22][C:23](=[O:31])[CH2:24][C:25]1[CH:29]=[C:28](N)[NH:27][N:26]=1, predict the reaction product. The product is: [CH3:21][O:22][C:23](=[O:31])[CH2:24][C:25]1[CH:29]=[C:28]([NH:18][C:17]2[C:9]3[C:10](=[CH:11][C:6]([O:5][CH2:4][CH2:3][CH2:2][Cl:1])=[C:7]([O:19][CH3:20])[CH:8]=3)[N:12]=[CH:13][N:14]=2)[NH:27][N:26]=1. (3) Given the reactants [NH2:1][CH:2]([C:5]1[N:6]([C:15]2[CH:20]=[CH:19][CH:18]=[CH:17][C:16]=2[CH3:21])[C:7](=[O:14])[C:8]2[S:13][CH:12]=[CH:11][C:9]=2[N:10]=1)[CH2:3][CH3:4].Cl[C:23]1[N:31]=[CH:30][N:29]=[C:28]2[C:24]=1[N:25]=[CH:26][N:27]2[CH:32]1[CH2:37][CH2:36][CH2:35][CH2:34][O:33]1, predict the reaction product. The product is: [CH3:21][C:16]1[CH:17]=[CH:18][CH:19]=[CH:20][C:15]=1[N:6]1[C:7](=[O:14])[C:8]2[S:13][CH:12]=[CH:11][C:9]=2[N:10]=[C:5]1[CH:2]([NH:1][C:23]1[N:31]=[CH:30][N:29]=[C:28]2[C:24]=1[N:25]=[CH:26][N:27]2[CH:32]1[CH2:37][CH2:36][CH2:35][CH2:34][O:33]1)[CH2:3][CH3:4].